Dataset: Catalyst prediction with 721,799 reactions and 888 catalyst types from USPTO. Task: Predict which catalyst facilitates the given reaction. Reactant: [OH:1][CH2:2][C:3]1O[CH:5]=[C:6]([C:10]2[CH:14]=[CH:13][O:12][CH:11]=2)[C:7](=[O:9])[CH:8]=1.[NH3:15]. Product: [OH:1][CH2:2][C:3]1[CH:8]=[C:7]([OH:9])[C:6]([C:10]2[CH:14]=[CH:13][O:12][CH:11]=2)=[CH:5][N:15]=1. The catalyst class is: 5.